Dataset: CYP1A2 inhibition data for predicting drug metabolism from PubChem BioAssay. Task: Regression/Classification. Given a drug SMILES string, predict its absorption, distribution, metabolism, or excretion properties. Task type varies by dataset: regression for continuous measurements (e.g., permeability, clearance, half-life) or binary classification for categorical outcomes (e.g., BBB penetration, CYP inhibition). Dataset: cyp1a2_veith. (1) The compound is COc1ccc(C(=O)Nc2ccc(NC(=O)c3cnccn3)cn2)cc1. The result is 0 (non-inhibitor). (2) The molecule is COc1ccc(NC(=O)N2CC[C@@]3(CCCN(C(=O)c4cc(C(F)(F)F)cc(C(F)(F)F)c4)C3)C2)cc1. The result is 0 (non-inhibitor). (3) The compound is CO[C@@H](C[Hg])CN1C(=O)c2ccccc2S1(=O)=O.Cn1c(=O)c2nc[nH]c2n(C)c1=O. The result is 0 (non-inhibitor). (4) The drug is CC[C@@]12CCCN3CCc4c(n(c5ccccc45)C(=O)C1)[C@H]32. The result is 0 (non-inhibitor). (5) The drug is CC1=C(C(=O)OCc2ccccc2)C(c2ccc(Cl)cc2)NC(=O)N1CCCCCC(=O)O. The result is 1 (inhibitor). (6) The result is 1 (inhibitor). The drug is CN=C(N)/N=C(\N)Nc1cc2ccccc2c2ccccc12. (7) The result is 0 (non-inhibitor). The drug is O=C(NCC(=O)N(c1ccccc1)C(C(=O)NC1CCCC1)c1cccnc1)c1cccs1.